Dataset: Peptide-MHC class I binding affinity with 185,985 pairs from IEDB/IMGT. Task: Regression. Given a peptide amino acid sequence and an MHC pseudo amino acid sequence, predict their binding affinity value. This is MHC class I binding data. (1) The peptide sequence is KRVDWSVEY. The MHC is HLA-A26:01 with pseudo-sequence HLA-A26:01. The binding affinity (normalized) is 0.0847. (2) The peptide sequence is ASPLYIPVI. The MHC is Mamu-B03 with pseudo-sequence Mamu-B03. The binding affinity (normalized) is 0. (3) The peptide sequence is SQFGGGSQY. The MHC is HLA-A03:01 with pseudo-sequence HLA-A03:01. The binding affinity (normalized) is 0.345. (4) The peptide sequence is GELDRWEKI. The MHC is HLA-A23:01 with pseudo-sequence HLA-A23:01. The binding affinity (normalized) is 0. (5) The peptide sequence is RRAARAEYL. The MHC is Patr-A0301 with pseudo-sequence Patr-A0301. The binding affinity (normalized) is 0. (6) The peptide sequence is GVPPKVVSY. The MHC is HLA-B51:01 with pseudo-sequence HLA-B51:01. The binding affinity (normalized) is 0.0847. (7) The peptide sequence is AEIDRSFKP. The MHC is HLA-B35:01 with pseudo-sequence HLA-B35:01. The binding affinity (normalized) is 0.0847. (8) The peptide sequence is TDDNALAYY. The MHC is HLA-A29:02 with pseudo-sequence HLA-A29:02. The binding affinity (normalized) is 0.513. (9) The peptide sequence is LVDENQSWY. The MHC is HLA-B27:03 with pseudo-sequence HLA-B27:03. The binding affinity (normalized) is 0.0847.